From a dataset of Catalyst prediction with 721,799 reactions and 888 catalyst types from USPTO. Predict which catalyst facilitates the given reaction. (1) Reactant: Cl.Cl.[N:3]12[CH2:10][CH2:9][CH:6]([CH2:7][CH2:8]1)[C@@H:5]([NH2:11])[CH2:4]2.[Br:12][C:13]1[O:17][C:16]([C:18](O)=[O:19])=[CH:15][CH:14]=1.O.ON1C2C=CC=CC=2N=N1.C(N(CC)C(C)C)(C)C. Product: [N:3]12[CH2:10][CH2:9][CH:6]([CH2:7][CH2:8]1)[C@@H:5]([NH:11][C:18]([C:16]1[O:17][C:13]([Br:12])=[CH:14][CH:15]=1)=[O:19])[CH2:4]2. The catalyst class is: 9. (2) Reactant: [C:1]([NH:4][C:5]1[CH:17]=[CH:16][C:8]2[C:9]([C:12](OC)=[O:13])=[N:10][O:11][C:7]=2[CH:6]=1)(=[O:3])[CH3:2].[NH3:18]. Product: [C:1]([NH:4][C:5]1[CH:17]=[CH:16][C:8]2[C:9]([C:12]([NH2:18])=[O:13])=[N:10][O:11][C:7]=2[CH:6]=1)(=[O:3])[CH3:2]. The catalyst class is: 5. (3) Reactant: [CH3:1][O:2][C:3]([C:5]1[S:6][C:7]([C:18]#[C:19][C:20]([CH3:23])([CH3:22])[CH3:21])=[CH:8][C:9]=1[NH:10][C:11]([O:13][C:14]([CH3:17])([CH3:16])[CH3:15])=[O:12])=[O:4].[N+:24](C1C=CC(C(ON)=O)=CC=1)([O-])=O. Product: [CH3:1][O:2][C:3]([C:5]1[S:6][C:7]([C:18]#[C:19][C:20]([CH3:23])([CH3:22])[CH3:21])=[CH:8][C:9]=1[N:10]([C:11]([O:13][C:14]([CH3:15])([CH3:16])[CH3:17])=[O:12])[NH2:24])=[O:4]. The catalyst class is: 37.